From a dataset of Full USPTO retrosynthesis dataset with 1.9M reactions from patents (1976-2016). Predict the reactants needed to synthesize the given product. (1) Given the product [C:14]1([S:11]([N:8]2[C:5]3=[N:6][CH:7]=[C:2]([NH2:1])[C:3]([NH:20][C@H:21]4[CH2:22][CH2:23][C@H:24]([O:27][Si:44]([C:47]([CH3:50])([CH3:49])[CH3:48])([CH3:46])[CH3:45])[CH2:25][CH2:26]4)=[C:4]3[CH:10]=[CH:9]2)(=[O:13])=[O:12])[CH:15]=[CH:16][CH:17]=[CH:18][CH:19]=1, predict the reactants needed to synthesize it. The reactants are: [NH2:1][C:2]1[C:3]([NH:20][C@H:21]2[CH2:26][CH2:25][C@H:24]([OH:27])[CH2:23][CH2:22]2)=[C:4]2[CH:10]=[CH:9][N:8]([S:11]([C:14]3[CH:19]=[CH:18][CH:17]=[CH:16][CH:15]=3)(=[O:13])=[O:12])[C:5]2=[N:6][CH:7]=1.N1C(C)=CC=CC=1C.O([Si:44]([C:47]([CH3:50])([CH3:49])[CH3:48])([CH3:46])[CH3:45])S(C(F)(F)F)(=O)=O. (2) Given the product [CH2:1]([O:8][CH2:9][CH:10]([C:11]#[N:12])[NH:14][C:15](=[O:33])[CH:16]([CH2:26][CH:27]1[CH2:32][CH2:31][CH2:30][CH2:29][CH2:28]1)[CH2:17][C:18]([N:19]1[CH2:24][CH2:23][O:22][CH2:21][CH2:20]1)=[O:47])[C:2]1[CH:7]=[CH:6][CH:5]=[CH:4][CH:3]=1, predict the reactants needed to synthesize it. The reactants are: [CH2:1]([O:8][CH2:9][CH:10]([NH:14][C:15](=[O:33])[CH:16]([CH2:26][CH:27]1[CH2:32][CH2:31][CH2:30][CH2:29][CH2:28]1)[C:17](=O)[CH2:18][N:19]1[CH2:24][CH2:23][O:22][CH2:21][CH2:20]1)[C:11](=O)[NH2:12])[C:2]1[CH:7]=[CH:6][CH:5]=[CH:4][CH:3]=1.N1C(Cl)=NC(Cl)=NC=1Cl.CN(C=[O:47])C.